Task: Regression. Given a peptide amino acid sequence and an MHC pseudo amino acid sequence, predict their binding affinity value. This is MHC class I binding data.. Dataset: Peptide-MHC class I binding affinity with 185,985 pairs from IEDB/IMGT The peptide sequence is RQNAAIEAL. The MHC is HLA-B15:17 with pseudo-sequence HLA-B15:17. The binding affinity (normalized) is 0.0847.